Task: Predict the reactants needed to synthesize the given product.. Dataset: Full USPTO retrosynthesis dataset with 1.9M reactions from patents (1976-2016) (1) Given the product [Cl:1][C:2]1[C:7]2=[N:8][CH:9]=[C:10]([O:12][CH2:13][C:14]3[O:15][N:21]=[C:17]([CH3:16])[N:18]=3)[N:11]=[C:6]2[CH:5]=[CH:4][N:3]=1, predict the reactants needed to synthesize it. The reactants are: [Cl:1][C:2]1[C:7]2=[N:8][CH:9]=[C:10]([O:12][CH2:13][C:14]3[O:15][CH:16]=[CH:17][N:18]=3)[N:11]=[C:6]2[CH:5]=[CH:4][N:3]=1.ClC1[N:21]=C2C=CN=C(Cl)C2=NC=1.CC1N=C(CO)ON=1. (2) Given the product [C:29]([OH:36])(=[O:35])[CH2:30][CH2:31][C:32]([OH:34])=[O:33].[Cl:1][C:2]1[CH:12]=[CH:11][C:5]2[CH2:6][CH2:7][NH:8][CH2:9][CH2:10][C:4]=2[C:3]=1[NH:13][CH2:14][C:15]1[CH:16]=[N:17][C:18]([S:21]([CH2:24][C:25]([CH3:28])([CH3:27])[CH3:26])(=[O:23])=[O:22])=[CH:19][CH:20]=1, predict the reactants needed to synthesize it. The reactants are: [Cl:1][C:2]1[CH:12]=[CH:11][C:5]2[CH2:6][CH2:7][NH:8][CH2:9][CH2:10][C:4]=2[C:3]=1[NH:13][CH2:14][C:15]1[CH:16]=[N:17][C:18]([S:21]([CH2:24][C:25]([CH3:28])([CH3:27])[CH3:26])(=[O:23])=[O:22])=[CH:19][CH:20]=1.[C:29]([OH:36])(=[O:35])[CH2:30][CH2:31][C:32]([OH:34])=[O:33].